This data is from Forward reaction prediction with 1.9M reactions from USPTO patents (1976-2016). The task is: Predict the product of the given reaction. (1) Given the reactants [C:1]([O:5][C:6](=[O:18])[NH:7][C:8]1[CH:13]=[CH:12][C:11](I)=[CH:10][C:9]=1[N+:15]([O-:17])=[O:16])([CH3:4])([CH3:3])[CH3:2].[C:19]1([CH2:25][O:26][C:27]2[CH:32]=[CH:31][C:30]([Sn](C)(C)C)=[CH:29][N:28]=2)[CH:24]=[CH:23][CH:22]=[CH:21][CH:20]=1, predict the reaction product. The product is: [C:1]([O:5][C:6](=[O:18])[NH:7][C:8]1[CH:13]=[CH:12][C:11]([C:30]2[CH:29]=[N:28][C:27]([O:26][CH2:25][C:19]3[CH:24]=[CH:23][CH:22]=[CH:21][CH:20]=3)=[CH:32][CH:31]=2)=[CH:10][C:9]=1[N+:15]([O-:17])=[O:16])([CH3:4])([CH3:3])[CH3:2]. (2) Given the reactants C[O:2][C:3]([C:5]1[CH:6]=[C:7]2[CH:12]=[CH:11][N:10]=[CH:9][N:8]2[C:13]=1[NH:14][C:15]1[CH:20]=[CH:19][C:18]([S:21][CH3:22])=[CH:17][C:16]=1[F:23])=[O:4].O.[OH-].[Li+].Cl, predict the reaction product. The product is: [F:23][C:16]1[CH:17]=[C:18]([S:21][CH3:22])[CH:19]=[CH:20][C:15]=1[NH:14][C:13]1[N:8]2[CH:9]=[N:10][CH:11]=[CH:12][C:7]2=[CH:6][C:5]=1[C:3]([OH:4])=[O:2]. (3) Given the reactants [C:1]1([CH:7]2[CH2:12][CH2:11][NH:10][CH2:9][CH2:8]2)[CH:6]=[CH:5][CH:4]=[CH:3][CH:2]=1.[S:13](N)([NH2:16])(=[O:15])=[O:14], predict the reaction product. The product is: [NH2:16][S:13]([N:10]1[CH2:9][CH2:8][CH:7]([C:1]2[CH:6]=[CH:5][CH:4]=[CH:3][CH:2]=2)[CH2:12][CH2:11]1)(=[O:15])=[O:14]. (4) Given the reactants [CH3:1][O:2][C:3]1[C:4]([S:15]([C:18]2[CH:19]=[CH:20][C:21]([CH2:24][OH:25])=[N:22][CH:23]=2)(=[O:17])=[O:16])=[CH:5][C:6]2[CH2:12][CH2:11][N:10]([CH3:13])[CH2:9][CH2:8][C:7]=2[CH:14]=1.[Cl:26][C:27]1[CH:32]=[CH:31][C:30](O)=[CH:29][CH:28]=1.C1(P(C2C=CC=CC=2)C2C=CC=CC=2)C=CC=CC=1.N(C([O-])=O)=NC([O-])=O, predict the reaction product. The product is: [Cl:26][C:27]1[CH:32]=[CH:31][C:30]([O:25][CH2:24][C:21]2[N:22]=[CH:23][C:18]([S:15]([C:4]3[C:3]([O:2][CH3:1])=[CH:14][C:7]4[CH2:8][CH2:9][N:10]([CH3:13])[CH2:11][CH2:12][C:6]=4[CH:5]=3)(=[O:17])=[O:16])=[CH:19][CH:20]=2)=[CH:29][CH:28]=1. (5) The product is: [CH2:1]([O:3][C:4](=[O:39])[CH:5]([C:23]1[N:24]([CH3:38])[C:25]2[C:30]([C:31]=1[S:32][C:33]([CH3:35])([CH3:34])[CH3:36])=[CH:29][C:28]([O:37][CH2:47][C:42]1[CH:43]=[CH:44][CH:45]=[CH:46][N:41]=1)=[CH:27][CH:26]=2)[CH2:6][C:7]1[CH:8]=[CH:9][C:10]([C:13]2[CH:18]=[CH:17][C:16]([C:19]([F:21])([F:20])[F:22])=[CH:15][N:14]=2)=[CH:11][CH:12]=1)[CH3:2]. Given the reactants [CH2:1]([O:3][C:4](=[O:39])[CH:5]([C:23]1[N:24]([CH3:38])[C:25]2[C:30]([C:31]=1[S:32][C:33]([CH3:36])([CH3:35])[CH3:34])=[CH:29][C:28]([OH:37])=[CH:27][CH:26]=2)[CH2:6][C:7]1[CH:12]=[CH:11][C:10]([C:13]2[CH:18]=[CH:17][C:16]([C:19]([F:22])([F:21])[F:20])=[CH:15][N:14]=2)=[CH:9][CH:8]=1)[CH3:2].Cl.[N:41]1[CH:46]=[CH:45][CH:44]=[CH:43][C:42]=1[CH2:47]Cl, predict the reaction product. (6) Given the reactants Br[C:2]1[CH:3]=[C:4]([C:8]2[N:13]([CH2:14][C:15]3[CH:20]=[CH:19][C:18]([CH3:21])=[CH:17][C:16]=3[CH3:22])[C:12](=[O:23])[C:11]([C:24]#[N:25])=[C:10]([C:26]([F:29])([F:28])[F:27])[CH:9]=2)[CH:5]=[CH:6][CH:7]=1.[B:30]1([B:30]2[O:34][C:33]([CH3:36])([CH3:35])[C:32]([CH3:38])([CH3:37])[O:31]2)[O:34][C:33]([CH3:36])([CH3:35])[C:32]([CH3:38])([CH3:37])[O:31]1.CC([O-])=O.[K+].N#N.B#B, predict the reaction product. The product is: [CH3:22][C:16]1[CH:17]=[C:18]([CH3:21])[CH:19]=[CH:20][C:15]=1[CH2:14][N:13]1[C:8]([C:4]2[CH:5]=[CH:6][CH:7]=[C:2]([B:30]3[O:34][C:33]([CH3:36])([CH3:35])[C:32]([CH3:38])([CH3:37])[O:31]3)[CH:3]=2)=[CH:9][C:10]([C:26]([F:29])([F:28])[F:27])=[C:11]([C:24]#[N:25])[C:12]1=[O:23].